This data is from Reaction yield outcomes from USPTO patents with 853,638 reactions. The task is: Predict the reaction yield, written as a fraction of the theoretical maximum amount of product (1.0 means a 100% yield; for example, 0.34 means a 34% yield). (1) The reactants are [CH3:1][C:2]1[CH:7]=[CH:6][C:5]([S:8]([O:11][CH2:12][CH:13]2[CH2:17][C:16]3[CH:18]=[CH:19][CH:20]=[C:21](Br)[C:15]=3[O:14]2)(=[O:10])=[O:9])=[CH:4][CH:3]=1.[Cl:23][C:24]1[CH:29]=[CH:28][C:27](B(O)O)=[CH:26][CH:25]=1.C(=O)([O-])[O-].[K+].[K+].CC1C=CC(S(OCC2CC3C(C4C=CC=CC=4)=CC=CC=3O2)(=O)=O)=CC=1. The catalyst is CC1C=CC=CC=1[P](C1C=CC=CC=1C)([Pd](Cl)(Cl)[P](C1=C(C)C=CC=C1)(C1C=CC=CC=1C)C1C=CC=CC=1C)C1C=CC=CC=1C. The product is [CH3:1][C:2]1[CH:7]=[CH:6][C:5]([S:8]([O:11][CH2:12][CH:13]2[CH2:17][C:16]3[CH:18]=[CH:19][CH:20]=[C:21]([C:27]4[CH:28]=[CH:29][C:24]([Cl:23])=[CH:25][CH:26]=4)[C:15]=3[O:14]2)(=[O:10])=[O:9])=[CH:4][CH:3]=1. The yield is 0.680. (2) The reactants are [Br:1][C:2]1[CH:3]=[C:4]2[C:8](=[CH:9][CH:10]=1)[NH:7][C:6](=[O:11])[CH2:5]2.[CH2:12]([N:14]([CH2:29][CH3:30])[CH2:15][CH2:16][CH2:17][C:18]1[CH:19]=[C:20]2[C:24](=[CH:25][CH:26]=1)[NH:23][C:22]([CH:27]=O)=[CH:21]2)[CH3:13].N1CCCCC1. The catalyst is C(O)C. The product is [Br:1][C:2]1[CH:3]=[C:4]2[C:8](=[CH:9][CH:10]=1)[NH:7][C:6](=[O:11])[C:5]2=[CH:27][C:22]1[NH:23][C:24]2[C:20]([CH:21]=1)=[CH:19][C:18]([CH2:17][CH2:16][CH2:15][N:14]([CH2:29][CH3:30])[CH2:12][CH3:13])=[CH:26][CH:25]=2. The yield is 0.590. (3) The reactants are [NH2:1][CH2:2][CH2:3][CH2:4][NH2:5].C(N(CC)CC)C.[F:13][C:14]([F:27])([F:26])[S:15](O[S:15]([C:14]([F:27])([F:26])[F:13])(=[O:17])=[O:16])(=[O:17])=[O:16]. The catalyst is C(Cl)Cl. The product is [NH2:1][CH2:2][CH2:3][CH2:4][NH:5][S:15]([C:14]([F:27])([F:26])[F:13])(=[O:17])=[O:16]. The yield is 0.170. (4) The reactants are [C:1]1([C:6]2[CH:10]=[C:9]([C:11]([O:13][CH3:14])=[O:12])[N:8]([C:15]3[CH:20]=[CH:19][CH:18]=[CH:17][CH:16]=3)[N:7]=2)[CH2:5][CH2:4][CH2:3][CH:2]=1. The catalyst is CCO.[Pd].O. The product is [CH:1]1([C:6]2[CH:10]=[C:9]([C:11]([O:13][CH3:14])=[O:12])[N:8]([C:15]3[CH:20]=[CH:19][CH:18]=[CH:17][CH:16]=3)[N:7]=2)[CH2:5][CH2:4][CH2:3][CH2:2]1. The yield is 0.870.